From a dataset of Catalyst prediction with 721,799 reactions and 888 catalyst types from USPTO. Predict which catalyst facilitates the given reaction. (1) Reactant: C([O:8][C:9]1[C:10]([O:27][CH2:28][CH3:29])=[N:11][C:12]([CH2:15][O:16][Si:17]([CH:24]([CH3:26])[CH3:25])([CH:21]([CH3:23])[CH3:22])[CH:18]([CH3:20])[CH3:19])=[CH:13][CH:14]=1)C1C=CC=CC=1.[H][H]. Product: [CH2:28]([O:27][C:10]1[C:9]([OH:8])=[CH:14][CH:13]=[C:12]([CH2:15][O:16][Si:17]([CH:21]([CH3:22])[CH3:23])([CH:18]([CH3:20])[CH3:19])[CH:24]([CH3:25])[CH3:26])[N:11]=1)[CH3:29]. The catalyst class is: 153. (2) Reactant: CO[C:3]([C:5]1[CH:10]=[CH:9][C:8](=[O:11])[N:7]([CH3:12])[C:6]=1[NH:13][C:14]1[CH:19]=[CH:18][C:17]([CH3:20])=[CH:16][C:15]=1[F:21])=[O:4].[CH:22]([O:24][CH2:25][CH2:26][O:27][NH2:28])=[CH2:23].C[Si]([N-][Si](C)(C)C)(C)C.[Li+]. Product: [CH:22]([O:24][CH2:25][CH2:26][O:27][NH:28][C:3]([C:5]1[CH:10]=[CH:9][C:8](=[O:11])[N:7]([CH3:12])[C:6]=1[NH:13][C:14]1[CH:19]=[CH:18][C:17]([CH3:20])=[CH:16][C:15]=1[F:21])=[O:4])=[CH2:23]. The catalyst class is: 1. (3) Reactant: [OH:1][C:2]1[CH:3]=[C:4]([CH:8]=[C:9]([OH:11])[CH:10]=1)[C:5]([OH:7])=[O:6].S(=O)(=O)(O)O.[CH2:17](O)[CH3:18]. Product: [CH2:17]([O:6][C:5](=[O:7])[C:4]1[CH:3]=[C:2]([OH:1])[CH:10]=[C:9]([OH:11])[CH:8]=1)[CH3:18]. The catalyst class is: 6. (4) Reactant: C([O:5][C:6]1[CH:11]=[C:10]([N:12]2[CH2:17][CH2:16][N:15]([C:18]3[CH:23]=[CH:22][CH:21]=[C:20]([CH2:24][O:25][Si](C(C)(C)C)(C)C)[C:19]=3[F:33])[CH2:14][CH2:13]2)[CH:9]=[CH:8][N:7]=1)(C)(C)C.C(O)(C(F)(F)F)=O. Product: [F:33][C:19]1[C:20]([CH2:24][OH:25])=[CH:21][CH:22]=[CH:23][C:18]=1[N:15]1[CH2:16][CH2:17][N:12]([C:10]2[CH:9]=[CH:8][NH:7][C:6](=[O:5])[CH:11]=2)[CH2:13][CH2:14]1. The catalyst class is: 2. (5) Reactant: [C:1]1([CH3:25])[CH:6]=[CH:5][CH:4]=[CH:3][C:2]=1[CH:7]1[CH2:16][CH2:15][C:14]2[C:9](=[CH:10][CH:11]=[C:12]([O:17][C:18]3[S:19][C:20]([CH2:23][NH2:24])=[CH:21][N:22]=3)[CH:13]=2)[O:8]1.Cl.CN(C)CCCN=C=NCC.ON1C2C=CC=CC=2N=N1.CN1CCOCC1.[O:55]1[C:59]([C:60](O)=[O:61])=[CH:58][CH:57]=[N:56]1. Product: [C:1]1([CH3:25])[CH:6]=[CH:5][CH:4]=[CH:3][C:2]=1[CH:7]1[CH2:16][CH2:15][C:14]2[C:9](=[CH:10][CH:11]=[C:12]([O:17][C:18]3[S:19][C:20]([CH2:23][NH:24][C:60]([C:59]4[O:55][N:56]=[CH:57][CH:58]=4)=[O:61])=[CH:21][N:22]=3)[CH:13]=2)[O:8]1. The catalyst class is: 18.